Predict the reactants needed to synthesize the given product. From a dataset of Full USPTO retrosynthesis dataset with 1.9M reactions from patents (1976-2016). (1) Given the product [F:12][C:13]1[CH:14]=[CH:15][C:16]([C:19]2[C:28]([CH2:29][C:30]3[CH:35]=[CH:34][C:33]([C:36]([F:37])([F:38])[F:39])=[CH:32][CH:31]=3)=[C:27]([CH:41]([CH3:42])[CH3:43])[CH:26]=[C:25]3[C:20]=2[C@@H:21]([OH:46])[CH2:22][C:23]([CH3:44])([CH3:45])[O:24]3)=[CH:17][CH:18]=1, predict the reactants needed to synthesize it. The reactants are: N[C@@H]1C2C(=CC=CC=2)C[C@@H]1O.[F:12][C:13]1[CH:18]=[CH:17][C:16]([C:19]2[C:28]([C@@H:29](F)[C:30]3[CH:35]=[CH:34][C:33]([C:36]([F:39])([F:38])[F:37])=[CH:32][CH:31]=3)=[C:27]([CH:41]([CH3:43])[CH3:42])[CH:26]=[C:25]3[C:20]=2[C:21](=[O:46])[CH2:22][C:23]([CH3:45])([CH3:44])[O:24]3)=[CH:15][CH:14]=1.CO. (2) Given the product [CH2:1]([N:8]1[CH:13]2[C:14]([F:17])([F:16])[CH2:15][CH:9]1[CH2:10][C:11](=[O:18])[CH2:12]2)[C:2]1[CH:3]=[CH:4][CH:5]=[CH:6][CH:7]=1, predict the reactants needed to synthesize it. The reactants are: [CH2:1]([N:8]1[CH:13]2[C:14]([F:17])([F:16])[CH2:15][CH:9]1[CH2:10][CH:11]([OH:18])[CH2:12]2)[C:2]1[CH:7]=[CH:6][CH:5]=[CH:4][CH:3]=1. (3) Given the product [CH3:17][N:16]1[C:12]2[C:3]3[CH:4]=[C:5]4[CH:6]=[CH:7][CH:8]=[CH:9][C:10]4=[CH:11][C:2]=3[NH:1][C:18](=[O:19])[C:13]=2[N:14]=[CH:15]1, predict the reactants needed to synthesize it. The reactants are: [NH2:1][C:2]1[C:3]([C:12]2[N:16]([CH3:17])[CH:15]=[N:14][CH:13]=2)=[CH:4][C:5]2[C:10]([CH:11]=1)=[CH:9][CH:8]=[CH:7][CH:6]=2.[C:18](N1C=CN=C1)(N1C=CN=C1)=[O:19].